Dataset: Catalyst prediction with 721,799 reactions and 888 catalyst types from USPTO. Task: Predict which catalyst facilitates the given reaction. (1) Reactant: [NH2:1][CH2:2][C:3]1[C:4]([O:26][CH3:27])=[CH:5][C:6]([Cl:25])=[C:7]([C:9]2[NH:10][C:11](=[O:24])[N:12]([C:14]3[CH:19]=[CH:18][C:17]([C:20]([F:23])([F:22])[F:21])=[CH:16][CH:15]=3)[N:13]=2)[CH:8]=1.[C:28](Cl)(=[O:33])[C:29]([CH3:32])([CH3:31])[CH3:30]. Product: [Cl:25][C:6]1[C:7]([C:9]2[NH:10][C:11](=[O:24])[N:12]([C:14]3[CH:15]=[CH:16][C:17]([C:20]([F:23])([F:21])[F:22])=[CH:18][CH:19]=3)[N:13]=2)=[CH:8][C:3]([CH2:2][NH:1][C:28](=[O:33])[C:29]([CH3:32])([CH3:31])[CH3:30])=[C:4]([O:26][CH3:27])[CH:5]=1. The catalyst class is: 1. (2) Reactant: [Br:1][CH2:2][C:3]([C:5]1[CH:10]=[CH:9][C:8]([CH3:11])=[CH:7][CH:6]=1)=[O:4].[S:12]1[CH2:16][CH2:15][CH2:14][CH2:13]1. Product: [Br-:1].[O:4]=[C:3]([C:5]1[CH:10]=[CH:9][C:8]([CH3:11])=[CH:7][CH:6]=1)[CH2:2][S+:12]1[CH2:16][CH2:15][CH2:14][CH2:13]1. The catalyst class is: 95. (3) Reactant: [OH-].[Na+].C([O:5][C:6]([C:8]1[CH:9]=[CH:10][C:11]2[CH:12]=[C:13]3[C:20](=[O:21])[NH:19][CH2:18][C:17]([CH3:23])([CH3:22])[N:14]3[C:15]=2[CH:16]=1)=[O:7])C.Cl. Product: [CH3:22][C:17]1([CH3:23])[N:14]2[C:15]3[CH:16]=[C:8]([C:6]([OH:7])=[O:5])[CH:9]=[CH:10][C:11]=3[CH:12]=[C:13]2[C:20](=[O:21])[NH:19][CH2:18]1. The catalyst class is: 88. (4) Reactant: [NH2:1][C:2](=O)[C@@H:3]([NH:5][C:6](=[O:15])[O:7][CH2:8][C:9]1[CH:14]=[CH:13][CH:12]=[CH:11][CH:10]=1)[CH3:4].ClC1N=C(Cl)N=C(Cl)N=1. Product: [C:2]([C@@H:3]([NH:5][C:6](=[O:15])[O:7][CH2:8][C:9]1[CH:10]=[CH:11][CH:12]=[CH:13][CH:14]=1)[CH3:4])#[N:1]. The catalyst class is: 3.